From a dataset of Catalyst prediction with 721,799 reactions and 888 catalyst types from USPTO. Predict which catalyst facilitates the given reaction. (1) Reactant: C([O:4][CH:5]1[CH2:16][CH2:15][CH2:14][CH2:13][CH2:12][CH:11]([O:17][C@H:18]2[C@H:23]([O:24]C(=O)C)[C@@H:22]([N:28]([CH3:30])[CH3:29])[CH2:21][C@@H:20]([CH3:31])[O:19]2)[CH2:10][CH2:9][CH2:8][CH2:7][CH2:6]1)(=O)C.C([O-])([O-])=O.[K+].[K+]. Product: [CH3:30][N:28]([CH3:29])[CH:22]1[CH2:21][CH:20]([CH3:31])[O:19][CH:18]([O:17][CH:11]2[CH2:10][CH2:9][CH2:8][CH2:7][CH2:6][CH:5]([OH:4])[CH2:16][CH2:15][CH2:14][CH2:13][CH2:12]2)[CH:23]1[OH:24]. The catalyst class is: 5. (2) Reactant: O.[NH2:2][NH2:3].[CH3:4][O:5][C:6]1[CH:7]=[CH:8][CH:9]=[C:10]2[C:15]=1[O:14][CH2:13][CH:12]([C:16](=O)[C:17]([O:19][CH2:20][CH3:21])=[O:18])[C:11]2=O. Product: [CH3:4][O:5][C:6]1[C:15]2[O:14][CH2:13][C:12]3[C:16]([C:17]([O:19][CH2:20][CH3:21])=[O:18])=[N:3][NH:2][C:11]=3[C:10]=2[CH:9]=[CH:8][CH:7]=1. The catalyst class is: 8. (3) Reactant: [Br:1][C:2]1[CH:3]=[C:4]2[C:10]([CH:11]([OH:20])[C:12]3[CH:17]=[CH:16][CH:15]=[CH:14][C:13]=3[CH2:18]O)=[CH:9][N:8]([CH2:21][O:22][C:23](=[O:28])[C:24]([CH3:27])([CH3:26])[CH3:25])[C:5]2=[N:6][CH:7]=1.B(F)(F)F.CCOCC. Product: [Br:1][C:2]1[CH:3]=[C:4]2[C:10]([CH:11]3[C:12]4[C:13](=[CH:14][CH:15]=[CH:16][CH:17]=4)[CH2:18][O:20]3)=[CH:9][N:8]([CH2:21][O:22][C:23](=[O:28])[C:24]([CH3:25])([CH3:27])[CH3:26])[C:5]2=[N:6][CH:7]=1. The catalyst class is: 4. (4) Reactant: [O:1]1[CH2:6][CH2:5][CH:4]([CH2:7][OH:8])[CH2:3][CH2:2]1.C(N(CC)CC)C.[CH3:16][S:17](Cl)(=[O:19])=[O:18]. Product: [CH3:16][S:17]([O:8][CH2:7][CH:4]1[CH2:5][CH2:6][O:1][CH2:2][CH2:3]1)(=[O:19])=[O:18]. The catalyst class is: 4. (5) Reactant: [OH-].[Na+].C[O:4][C:5](=[O:39])[CH2:6][O:7][C:8]1[CH:13]=[CH:12][C:11]([C:14]2[CH:19]=[CH:18][C:17]([CH2:20][N:21]([C:23]([C:25]3[C:29]4[CH:30]=[CH:31][CH:32]=[CH:33][C:28]=4[O:27][C:26]=3[CH2:34][CH2:35][CH2:36][CH3:37])=[O:24])[CH3:22])=[CH:16][CH:15]=2)=[CH:10][C:9]=1[Br:38].O.Cl. Product: [Br:38][C:9]1[CH:10]=[C:11]([C:14]2[CH:15]=[CH:16][C:17]([CH2:20][N:21]([C:23]([C:25]3[C:29]4[CH:30]=[CH:31][CH:32]=[CH:33][C:28]=4[O:27][C:26]=3[CH2:34][CH2:35][CH2:36][CH3:37])=[O:24])[CH3:22])=[CH:18][CH:19]=2)[CH:12]=[CH:13][C:8]=1[O:7][CH2:6][C:5]([OH:39])=[O:4]. The catalyst class is: 5. (6) Reactant: Cl[C:2]1[C:10]([N+:11]([O-:13])=[O:12])=[CH:9][C:8]([C:14]([F:17])([F:16])[F:15])=[CH:7][C:3]=1[C:4]([OH:6])=[O:5].[CH2:18]([NH2:25])[C:19]1[CH:24]=[CH:23][CH:22]=[CH:21][CH:20]=1.Cl. Product: [CH2:18]([NH:25][C:2]1[C:10]([N+:11]([O-:13])=[O:12])=[CH:9][C:8]([C:14]([F:17])([F:16])[F:15])=[CH:7][C:3]=1[C:4]([OH:6])=[O:5])[C:19]1[CH:24]=[CH:23][CH:22]=[CH:21][CH:20]=1. The catalyst class is: 3. (7) Reactant: Cl[C:2]1[C:11]2=[N:12][N:13](CC3C=CC(OC)=CC=3)[CH:14]=[C:10]2[C:9]2[CH:8]=[CH:7][CH:6]=[CH:5][C:4]=2[N:3]=1.[NH2:24][C:25]1[CH:35]=[CH:34][C:28]2[O:29][CH2:30][C:31](=[O:33])[NH:32][C:27]=2[CH:26]=1.Cl. The catalyst class is: 71. Product: [CH:14]1[C:10]2[C:9]3[CH:8]=[CH:7][CH:6]=[CH:5][C:4]=3[N:3]=[C:2]([NH:24][C:25]3[CH:35]=[CH:34][C:28]4[O:29][CH2:30][C:31](=[O:33])[NH:32][C:27]=4[CH:26]=3)[C:11]=2[NH:12][N:13]=1. (8) Reactant: Cl.[CH3:2][CH2:3][C@H:4]1[O:19][C:17](=[O:18])[C@H:16]([CH3:20])[C@@H:15]([O:21][C@@H:22]2[O:27][C@@H:26]([CH3:28])[C@H:25]([OH:29])[C@@:24]([O:31][CH3:32])([CH3:30])[CH2:23]2)[C@H:14]([CH3:33])[C@@H:13]([O:34][C@@H:35]2[O:40][C@H:39]([CH3:41])[CH2:38][C@H:37]([N:42]([CH3:44])[CH3:43])[C@H:36]2[OH:45])[C@@:12]([O:47][CH3:48])([CH3:46])[CH2:11][C@@H:10]([CH3:49])[C:8](=[O:9])[C@H:7]([CH3:50])[C@@H:6]([OH:51])[C@@:5]1([OH:53])[CH3:52].Cl. Product: [CH3:2][CH2:3][C@H:4]1[O:19][C:17](=[O:18])[C@H:16]([CH3:20])[C@@H:15]([O:21][C@@H:22]2[O:27][C@@H:26]([CH3:28])[C@H:25]([OH:29])[C@@:24]([O:31][CH3:32])([CH3:30])[CH2:23]2)[C@H:14]([CH3:33])[C@@H:13]([O:34][C@@H:35]2[O:40][C@H:39]([CH3:41])[CH2:38][C@H:37]([N:42]([CH3:43])[CH3:44])[C@H:36]2[OH:45])[C@@:12]([O:47][CH3:48])([CH3:46])[CH2:11][C@@H:10]([CH3:49])[C:8](=[O:9])[C@H:7]([CH3:50])[C@@H:6]([OH:51])[C@@:5]1([OH:53])[CH3:52]. The catalyst class is: 6.